This data is from Full USPTO retrosynthesis dataset with 1.9M reactions from patents (1976-2016). The task is: Predict the reactants needed to synthesize the given product. (1) Given the product [Br:1][C:2]1[CH:7]=[CH:6][C:5]([C:8]([C:10]2[CH:15]=[CH:14][C:13]([OH:16])=[CH:12][CH:11]=2)=[O:9])=[CH:4][C:3]=1[CH3:18], predict the reactants needed to synthesize it. The reactants are: [Br:1][C:2]1[CH:7]=[CH:6][C:5]([C:8]([C:10]2[CH:15]=[CH:14][C:13]([O:16]C)=[CH:12][CH:11]=2)=[O:9])=[CH:4][C:3]=1[CH3:18].[Al+3].[Cl-].[Cl-].[Cl-].O. (2) Given the product [CH:37]1(/[C:40](/[CH:22]=[CH:21]/[C:19]2([OH:20])[C:18]3([CH3:36])[CH:16]([CH2:17]3)[C:9]3([O:13][CH:12]([CH3:14])[CH:11]([CH3:15])[O:10]3)[CH:8]=[C:7]2[CH3:6])=[CH:41]/[C:42]([O:44][CH2:2][CH3:3])=[O:43])[CH2:39][CH2:38]1, predict the reactants needed to synthesize it. The reactants are: O1CC[CH2:3][CH2:2]1.[CH3:6][C:7]1[C:19](/[CH:21]=[CH:22]/[Sn](CCCC)(CCCC)CCCC)([OH:20])[C:18]2([CH3:36])[CH:16]([CH2:17]2)[C:9]2([O:13][CH:12]([CH3:14])[CH:11]([CH3:15])[O:10]2)[CH:8]=1.[CH:37]1(/[C:40](/I)=[CH:41]/[C:42]([OH:44])=[O:43])[CH2:39][CH2:38]1.[F-].[K+]. (3) Given the product [C:1]([C:3]1[CH:4]=[C:5]([CH:19]=[C:20]([I:24])[C:21]=1[OH:22])[C:6]([N:8]1[C:12]2[CH:13]=[CH:14][CH:15]=[CH:16][C:11]=2[S:10](=[O:18])(=[O:17])[CH2:9]1)=[O:7])#[N:2], predict the reactants needed to synthesize it. The reactants are: [C:1]([C:3]1[CH:4]=[C:5]([CH:19]=[C:20]([I:24])[C:21]=1[O:22]C)[C:6]([N:8]1[C:12]2[CH:13]=[CH:14][CH:15]=[CH:16][C:11]=2[S:10](=[O:18])(=[O:17])[CH2:9]1)=[O:7])#[N:2].[Cl-].[Li+].Cl. (4) Given the product [C:15]([O:19][C:20]([N:22]1[CH2:23][CH2:24][C:25]([C:43]2[CH:44]=[CH:45][C:46]([Cl:49])=[CH:47][CH:48]=2)([C:28]2[CH:33]=[CH:32][C:31]([C:9]3[CH:8]=[N:7][N:6]([S:3](=[O:4])(=[O:5])[N:2]([CH3:1])[CH3:14])[C:10]=3[CH2:58][CH3:59])=[CH:30][CH:29]=2)[CH2:26][CH2:27]1)=[O:21])([CH3:17])([CH3:18])[CH3:16], predict the reactants needed to synthesize it. The reactants are: [CH3:1][N:2]([CH3:14])[S:3]([N:6]1[CH:10]=[C:9](Br)[C:8](CC)=[N:7]1)(=[O:5])=[O:4].[C:15]([O:19][C:20]([N:22]1[CH2:27][CH2:26][C:25]([C:43]2[CH:48]=[CH:47][C:46]([Cl:49])=[CH:45][CH:44]=2)([C:28]2[CH:33]=[CH:32][C:31](B3OC(C)(C)C(C)(C)O3)=[CH:30][CH:29]=2)[CH2:24][CH2:23]1)=[O:21])([CH3:18])([CH3:17])[CH3:16].[O-]P([O-])([O-])=O.[K+].[K+].[K+].[CH2:58](O)[CH3:59].